The task is: Predict the product of the given reaction.. This data is from Forward reaction prediction with 1.9M reactions from USPTO patents (1976-2016). (1) Given the reactants [P:1]([O:13][CH2:14][CH:15]1[CH2:20][CH2:19][N:18]([CH2:21][CH2:22][CH2:23][O:24][C:25]2[CH:34]=[C:33]3[C:28]([C:29]([NH:35][C:36]4[CH:37]=[N:38][C:39]([NH:42][C:43](=[O:51])[C:44]5[CH:49]=[CH:48][CH:47]=[C:46]([Cl:50])[CH:45]=5)=[CH:40][CH:41]=4)=[N:30][CH:31]=[N:32]3)=[CH:27][C:26]=2[O:52][CH3:53])[CH2:17][CH2:16]1)([O:8]C(C)(C)C)([O:3][C:4](C)(C)C)=[O:2].Cl, predict the reaction product. The product is: [P:1]([OH:8])([OH:3])([O:13][CH2:14][CH:15]1[CH2:16][CH2:17][N:18]([CH2:21][CH2:22][CH2:23][O:24][C:25]2[CH:34]=[C:33]3[C:28]([C:29]([NH:35][C:36]4[CH:37]=[N:38][C:39]([NH:42][C:43](=[O:51])[C:44]5[CH:49]=[CH:48][CH:47]=[C:46]([Cl:50])[CH:45]=5)=[CH:40][CH:41]=4)=[N:30][CH:31]=[N:32]3)=[CH:27][C:26]=2[O:52][CH3:53])[CH2:19][CH2:20]1)=[O:2].[P:1]([OH:13])([OH:8])([O:3][CH3:4])=[O:2]. (2) Given the reactants [CH2:1]([O:3][C:4](=[O:23])[CH2:5][N:6]1[C:14]2[C:9](=[CH:10][CH:11]=[C:12]([O:15][Si](C(C)(C)C)(C)C)[CH:13]=2)[CH:8]=[CH:7]1)[CH3:2].[F-].C([N+](CCCC)(CCCC)CCCC)CCC, predict the reaction product. The product is: [CH2:1]([O:3][C:4](=[O:23])[CH2:5][N:6]1[C:14]2[C:9](=[CH:10][CH:11]=[C:12]([OH:15])[CH:13]=2)[CH:8]=[CH:7]1)[CH3:2]. (3) Given the reactants CS(OS(C)(=O)=O)(=O)=O.[C:10]([C:14](O)([CH2:20][CH2:21][CH3:22])[C:15]#[C:16][C:17](=[O:19])[CH3:18])([CH3:13])([CH3:12])[CH3:11].C(N(CC)CC)C, predict the reaction product. The product is: [C:10](/[C:14](=[CH:20]/[CH2:21][CH3:22])/[C:15]#[C:16][C:17](=[O:19])[CH3:18])([CH3:13])([CH3:12])[CH3:11]. (4) Given the reactants [OH:1][C@H:2]([C@H:9]([CH3:16])[C:10]([O:12]C(C)C)=[O:11])[C:3]([O:5]C(C)C)=[O:4].[OH-].[K+], predict the reaction product. The product is: [OH:1][C@H:2]([C@H:9]([CH3:16])[C:10]([OH:12])=[O:11])[C:3]([OH:5])=[O:4]. (5) Given the reactants [S:1]1[CH:5]=[CH:4][N:3]=[CH:2]1.[CH2:6]([O:8][C:9](=[O:30])[N:10]([C:19]1[CH:24]=[C:23](Br)[N:22]=[C:21]([NH2:26])[C:20]=1[N+:27]([O-:29])=[O:28])[CH2:11][C:12]1[CH:13]=[N:14][C:15]([CH3:18])=[CH:16][CH:17]=1)[CH3:7], predict the reaction product. The product is: [CH2:6]([O:8][C:9](=[O:30])[N:10]([C:19]1[CH:24]=[C:23]([C:2]2[S:1][CH:5]=[CH:4][N:3]=2)[N:22]=[C:21]([NH2:26])[C:20]=1[N+:27]([O-:29])=[O:28])[CH2:11][C:12]1[CH:13]=[N:14][C:15]([CH3:18])=[CH:16][CH:17]=1)[CH3:7]. (6) Given the reactants [O:1]1[CH:5]=[CH:4][CH:3]=[C:2]1[C:6]([OH:8])=O.S(Cl)(Cl)=O.[N:13]1[CH:18]=[CH:17][C:16]([NH2:19])=[CH:15][N:14]=1.C(N(CC)CC)C, predict the reaction product. The product is: [N:13]1[CH:18]=[CH:17][C:16]([NH:19][C:6]([C:2]2[O:1][CH:5]=[CH:4][CH:3]=2)=[O:8])=[CH:15][N:14]=1.